From a dataset of Forward reaction prediction with 1.9M reactions from USPTO patents (1976-2016). Predict the product of the given reaction. (1) The product is: [CH:22]1([C:25]2[C:26]([O:39][C@@H:40]3[CH2:45][CH2:44][CH2:43][N:42]([CH2:58][C:59]4[CH:64]=[C:63]([C:65]([F:68])([F:67])[F:66])[CH:62]=[C:61]([CH:69]5[CH2:71][CH2:70]5)[N:60]=4)[CH2:41]3)=[CH:27][C:28]([F:38])=[C:29]([CH:37]=2)[C:30]([NH:32][S:33]([CH3:36])(=[O:35])=[O:34])=[O:31])[CH2:23][CH2:24]1. Given the reactants C1(C2C(O[C@@H]3CCCNC3)=CC(F)=C(C=2)C(OC)=O)CC1.[CH:22]1([C:25]2[C:26]([O:39][C@@H:40]3[CH2:45][CH2:44][CH2:43][NH:42][CH2:41]3)=[CH:27][C:28]([F:38])=[C:29]([CH:37]=2)[C:30]([NH:32][S:33]([CH3:36])(=[O:35])=[O:34])=[O:31])[CH2:24][CH2:23]1.ClC1C=C(C(Cl)C)C=C(Cl)C=1.Cl[CH2:58][C:59]1[CH:64]=[C:63]([C:65]([F:68])([F:67])[F:66])[CH:62]=[C:61]([CH:69]2[CH2:71][CH2:70]2)[N:60]=1, predict the reaction product. (2) Given the reactants C(O)(=O)C.[F:5][C:6]1[CH:11]=[C:10]([CH3:12])[CH:9]=[CH:8][N:7]=1.[Br:13]N1C(=O)CCC1=O.C(OOC(=O)C1C=CC=CC=1)(=O)C1C=CC=CC=1, predict the reaction product. The product is: [F:5][C:6]1[CH:11]=[C:10]([CH2:12][Br:13])[CH:9]=[CH:8][N:7]=1. (3) Given the reactants [Cl:1][C:2]1[CH:3]=[CH:4][C:5]([C:26](OC)=[O:27])=[C:6]2[C:10]=1[N:9]=[C:8]1[N:11]([C:15]3[C:16]([O:24][CH3:25])=[N:17][C:18]([CH3:23])=[N:19][C:20]=3[O:21][CH3:22])[CH2:12][CH2:13][CH2:14][N:7]21.[BH4-].[Li+].CC(OI1(OC(C)=O)(OC(C)=O)OC(=O)C2C=CC=CC1=2)=O, predict the reaction product. The product is: [Cl:1][C:2]1[CH:3]=[CH:4][C:5]([CH:26]=[O:27])=[C:6]2[C:10]=1[N:9]=[C:8]1[N:11]([C:15]3[C:16]([O:24][CH3:25])=[N:17][C:18]([CH3:23])=[N:19][C:20]=3[O:21][CH3:22])[CH2:12][CH2:13][CH2:14][N:7]21. (4) The product is: [CH3:1][C:2]1[C:33]([N+:34]([O-:36])=[O:35])=[CH:32][CH:31]=[CH:30][C:3]=1[CH2:4][N:5]1[C:10](=[O:11])[C:9]([C:12]([OH:14])=[O:13])=[CH:8][N:7]([C:17]2[CH:28]=[CH:27][C:20]3[N:21]([CH3:26])[C:22](=[O:25])[CH2:23][O:24][C:19]=3[CH:18]=2)[C:6]1=[O:29]. Given the reactants [CH3:1][C:2]1[C:33]([N+:34]([O-:36])=[O:35])=[CH:32][CH:31]=[CH:30][C:3]=1[CH2:4][N:5]1[C:10](=[O:11])[C:9]([C:12]([O:14]CC)=[O:13])=[CH:8][N:7]([C:17]2[CH:28]=[CH:27][C:20]3[N:21]([CH3:26])[C:22](=[O:25])[CH2:23][O:24][C:19]=3[CH:18]=2)[C:6]1=[O:29].Cl.O, predict the reaction product.